From a dataset of Full USPTO retrosynthesis dataset with 1.9M reactions from patents (1976-2016). Predict the reactants needed to synthesize the given product. Given the product [Cl:25][C:20]1[N:21]=[CH:22][CH:23]=[C:24]2[C:16]([C:14]([N:11]3[CH2:10][CH2:9][NH:8][CH2:13][CH2:12]3)=[O:15])=[C:17]([CH2:32][C:33]3[CH:38]=[CH:37][CH:36]=[C:35]([F:39])[C:34]=3[CH3:40])[N:18]([C:26]3[CH:31]=[CH:30][CH:29]=[CH:28][CH:27]=3)[C:19]=12, predict the reactants needed to synthesize it. The reactants are: C(OC([N:8]1[CH2:13][CH2:12][N:11]([C:14]([C:16]2[C:24]3[C:19](=[C:20]([Cl:25])[N:21]=[CH:22][CH:23]=3)[N:18]([C:26]3[CH:31]=[CH:30][CH:29]=[CH:28][CH:27]=3)[C:17]=2[CH2:32][C:33]2[CH:38]=[CH:37][CH:36]=[C:35]([F:39])[C:34]=2[CH3:40])=[O:15])[CH2:10][CH2:9]1)=O)(C)(C)C.Cl.Cl.Cl.ClC1N=CC=C2C(C(N3CCNCC3)=O)=C(CC3C=CC=C(F)C=3C)N(C3C=CC=CC=3)C=12.